Predict which catalyst facilitates the given reaction. From a dataset of Catalyst prediction with 721,799 reactions and 888 catalyst types from USPTO. (1) Reactant: [CH3:1][O:2][C:3]([CH:5]1[C:10](=[O:11])[CH2:9][CH2:8][N:7]([C:12]([O:14][C:15]([CH3:18])([CH3:17])[CH3:16])=[O:13])[CH2:6]1)=[O:4].[H-].[Na+].C1C=CC(N([S:28]([C:31]([F:34])([F:33])[F:32])(=[O:30])=[O:29])[S:28]([C:31]([F:34])([F:33])[F:32])(=[O:30])=[O:29])=CC=1. Product: [CH3:1][O:2][C:3]([C:5]1[CH2:6][N:7]([C:12]([O:14][C:15]([CH3:18])([CH3:17])[CH3:16])=[O:13])[CH2:8][CH2:9][C:10]=1[O:11][S:28]([C:31]([F:34])([F:33])[F:32])(=[O:30])=[O:29])=[O:4]. The catalyst class is: 1. (2) Reactant: [F:1][C:2]1[CH:10]=[C:9]2[C:5]([C:6]([C:16](=O)[C:17]([O:19][CH2:20][CH3:21])=[O:18])=[C:7]([C:12]([O:14]C)=O)[N:8]2[CH3:11])=[CH:4][CH:3]=1.[N:23]1[CH:28]=[CH:27][CH:26]=[CH:25][C:24]=1[NH:29][NH2:30]. Product: [F:1][C:2]1[CH:3]=[CH:4][C:5]2[C:6]3[C:16]([C:17]([O:19][CH2:20][CH3:21])=[O:18])=[N:30][N:29]([C:24]4[CH:25]=[CH:26][CH:27]=[CH:28][N:23]=4)[C:12](=[O:14])[C:7]=3[N:8]([CH3:11])[C:9]=2[CH:10]=1. The catalyst class is: 212. (3) Reactant: [CH3:1][C:2]1[O:6][N:5]=[C:4]([CH2:7][OH:8])[CH:3]=1.[I:9]Cl.C(O)(C(F)(F)F)=O.C([O-])([O-])=O.[Na+].[Na+]. The catalyst class is: 6. Product: [I:9][C:3]1[C:4]([CH2:7][OH:8])=[N:5][O:6][C:2]=1[CH3:1]. (4) Reactant: [F:1][C:2]1[CH:21]=[CH:20][C:5]([CH2:6][NH:7][C:8]([C:10]2[N:15]=[CH:14][N:13]=[C:12]([C:16]([O:18]C)=[O:17])[CH:11]=2)=[O:9])=[CH:4][C:3]=1[CH3:22].[OH-].[Na+]. Product: [F:1][C:2]1[CH:21]=[CH:20][C:5]([CH2:6][NH:7][C:8]([C:10]2[N:15]=[CH:14][N:13]=[C:12]([C:16]([OH:18])=[O:17])[CH:11]=2)=[O:9])=[CH:4][C:3]=1[CH3:22]. The catalyst class is: 40. (5) Reactant: Cl[CH2:2][C:3]([CH:5]1[CH2:9][CH2:8][CH2:7][N:6]1[C:10]([O:12][C:13]([CH3:16])([CH3:15])[CH3:14])=[O:11])=[O:4].[Na+].[I-:18].[O-][Mn](=O)(=O)=O.[K+]. Product: [I:18][CH2:2][C:3]([CH:5]1[CH2:9][CH2:8][CH2:7][N:6]1[C:10]([O:12][C:13]([CH3:16])([CH3:15])[CH3:14])=[O:11])=[O:4]. The catalyst class is: 21. (6) Reactant: [CH:1]1([CH2:6][C@H:7]([CH2:23][OH:24])[C:8](N2[C@@H](CC3C=CC=CC=3)COC2=O)=[O:9])[CH2:5][CH2:4][CH2:3][CH2:2]1.[OH:25]O.O.[OH-].[Li+]. Product: [CH:1]1([CH2:6][C@H:7]([CH2:23][OH:24])[C:8]([OH:9])=[O:25])[CH2:2][CH2:3][CH2:4][CH2:5]1. The catalyst class is: 20. (7) Reactant: [C:1]([NH:4][C:5]1[CH:6]=[C:7]([NH:11][C:12]2[N:17]=[C:16]([NH:18][CH2:19][CH:20]3[CH2:25][CH2:24][CH2:23][N:22](C(OCC4C=CC=CC=4)=O)[CH2:21]3)[C:15]([C:36](=[O:38])[NH2:37])=[CH:14][N:13]=2)[CH:8]=[CH:9][CH:10]=1)(=[O:3])[CH3:2].Cl. Product: [C:1]([NH:4][C:5]1[CH:6]=[C:7]([NH:11][C:12]2[N:17]=[C:16]([NH:18][CH2:19][CH:20]3[CH2:25][CH2:24][CH2:23][NH:22][CH2:21]3)[C:15]([C:36]([NH2:37])=[O:38])=[CH:14][N:13]=2)[CH:8]=[CH:9][CH:10]=1)(=[O:3])[CH3:2]. The catalyst class is: 19. (8) Reactant: [OH:1][CH:2]1[C:6](=O)[N:5]([C@@H:8]([C:10]2[CH:15]=[CH:14][CH:13]=[CH:12][CH:11]=2)[CH3:9])[CH2:4][C@:3]1([CH3:23])[C:16]([O:18][C:19]([CH3:22])([CH3:21])[CH3:20])=[O:17].B. Product: [OH:1][CH:2]1[CH2:6][N:5]([C@@H:8]([C:10]2[CH:11]=[CH:12][CH:13]=[CH:14][CH:15]=2)[CH3:9])[CH2:4][C@:3]1([CH3:23])[C:16]([O:18][C:19]([CH3:22])([CH3:21])[CH3:20])=[O:17]. The catalyst class is: 7.